This data is from Reaction yield outcomes from USPTO patents with 853,638 reactions. The task is: Predict the reaction yield, written as a fraction of the theoretical maximum amount of product (1.0 means a 100% yield; for example, 0.34 means a 34% yield). (1) The reactants are C(O)(=O)C[SH:3].[H-].[Na+].Cl[C:9]1[CH:14]=[CH:13][CH:12]=[C:11]([C:15]#[N:16])[N:10]=1.Cl.[C:18]([O:21]CC)(=O)[CH3:19]. The catalyst is CN(C=O)C. The product is [C:15]([C:11]1[N:10]=[C:9]([CH2:19][C:18]([OH:21])=[S:3])[CH:14]=[CH:13][CH:12]=1)#[N:16]. The yield is 0.470. (2) The reactants are [Cl:1][C:2]1[CH:3]=[C:4]([NH:8][C:9]2[N:14]=[CH:13][C:12]([CH:15]=O)=[C:11]([CH:17]([CH3:19])[CH3:18])[CH:10]=2)[CH:5]=[CH:6][CH:7]=1.[F:20][C:21]1([F:27])[CH2:26][CH2:25][NH:24][CH2:23][CH2:22]1.CO.C([BH3-])#N.[Na+]. The catalyst is C(O)(=O)C. The product is [ClH:1].[ClH:1].[Cl:1][C:2]1[CH:3]=[C:4]([NH:8][C:9]2[CH:10]=[C:11]([CH:17]([CH3:19])[CH3:18])[C:12]([CH2:15][N:24]3[CH2:25][CH2:26][C:21]([F:27])([F:20])[CH2:22][CH2:23]3)=[CH:13][N:14]=2)[CH:5]=[CH:6][CH:7]=1. The yield is 0.530.